Dataset: Catalyst prediction with 721,799 reactions and 888 catalyst types from USPTO. Task: Predict which catalyst facilitates the given reaction. (1) Reactant: C(O)C.[C:4]([C:7]1[C:8]([OH:18])=[CH:9][C:10]([CH3:17])=[C:11]([NH:13][C:14](=[O:16])[CH3:15])[CH:12]=1)(=O)[CH3:5].[Cl-].[OH:20][NH3+:21].C([O-])(=O)C.[Na+]. Product: [OH:18][C:8]1[C:7]([C:4](=[N:21][OH:20])[CH3:5])=[CH:12][C:11]([NH:13][C:14](=[O:16])[CH3:15])=[C:10]([CH3:17])[CH:9]=1. The catalyst class is: 6. (2) Reactant: [NH2:1][C:2]1[C:11]([N+:12]([O-])=O)=[CH:10][C:5]([C:6]([O:8][CH3:9])=[O:7])=[CH:4][C:3]=1[Br:15].[Sn](Cl)Cl.C(=O)(O)[O-].[Na+]. Product: [NH2:12][C:11]1[CH:10]=[C:5]([CH:4]=[C:3]([Br:15])[C:2]=1[NH2:1])[C:6]([O:8][CH3:9])=[O:7]. The catalyst class is: 5. (3) Reactant: [CH3:1][C:2]1[CH:7]=[C:6]([CH3:8])[NH:5][C:4](=[O:9])[C:3]=1[CH2:10][NH:11][C:12]([C:14]1[C:15]2[CH:36]=[N:35][N:34]([CH:37]([CH3:39])[CH3:38])[C:16]=2[N:17]=[C:18]([C:20]2[CH2:21][CH2:22][N:23]([C:26]([CH:28]3[CH2:33][CH2:32][NH:31][CH2:30][CH2:29]3)=[O:27])[CH2:24][CH:25]=2)[CH:19]=1)=[O:13].C=O.[BH3-][C:43]#N.[Na+]. The catalyst class is: 5. Product: [CH3:1][C:2]1[CH:7]=[C:6]([CH3:8])[NH:5][C:4](=[O:9])[C:3]=1[CH2:10][NH:11][C:12]([C:14]1[C:15]2[CH:36]=[N:35][N:34]([CH:37]([CH3:39])[CH3:38])[C:16]=2[N:17]=[C:18]([C:20]2[CH2:21][CH2:22][N:23]([C:26]([CH:28]3[CH2:29][CH2:30][N:31]([CH3:43])[CH2:32][CH2:33]3)=[O:27])[CH2:24][CH:25]=2)[CH:19]=1)=[O:13]. (4) Reactant: C([O:8][C@H:9]1[C@@H:14]([O:15]CC2C=CC=CC=2)[C@H:13]([O:23]CC2C=CC=CC=2)[C@@H:12]([CH2:31][O:32]CC2C=CC=CC=2)[O:11][C@:10]21[CH2:48][CH2:47][C:46]1[C:41](=[CH:42][CH:43]=[C:44]([C:49]3[CH:54]=[CH:53][CH:52]=[C:51]([N+:55]([O-:57])=[O:56])[CH:50]=3)[CH:45]=1)[O:40]2)C1C=CC=CC=1.CC1C=C(C)C(C)=C(C)C=1C.B(Cl)(Cl)Cl. Product: [OH:32][CH2:31][C@H:12]1[O:11][C@@:10]2([CH2:48][CH2:47][C:46]3[C:41](=[CH:42][CH:43]=[C:44]([C:49]4[CH:54]=[CH:53][CH:52]=[C:51]([N+:55]([O-:57])=[O:56])[CH:50]=4)[CH:45]=3)[O:40]2)[C@@H:9]([OH:8])[C@@H:14]([OH:15])[C@@H:13]1[OH:23]. The catalyst class is: 2. (5) Reactant: [Mn]([O-])(=O)(=O)=O.[K+].[CH:7]([C:10]1[CH:15]=[CH:14][C:13]([C:16]2[C:17]([CH:22]=[O:23])=[CH:18][CH:19]=[CH:20][CH:21]=2)=[CH:12][CH:11]=1)([CH3:9])[CH3:8].S([O-])([O-])(=[O:26])=S.[Na+].[Na+].Cl. Product: [CH:7]([C:10]1[CH:15]=[CH:14][C:13]([C:16]2[C:17]([C:22]([OH:26])=[O:23])=[CH:18][CH:19]=[CH:20][CH:21]=2)=[CH:12][CH:11]=1)([CH3:9])[CH3:8]. The catalyst class is: 283. (6) Reactant: [OH-].[Na+].[Cl:3][C:4]1[CH:5]=[C:6]([C:11]([C@H:13]2[CH2:15][C@@H:14]2[C:16]([O:18]C)=[O:17])=[O:12])[CH:7]=[CH:8][C:9]=1[F:10]. Product: [Cl:3][C:4]1[CH:5]=[C:6]([C:11]([C@H:13]2[CH2:15][C@@H:14]2[C:16]([OH:18])=[O:17])=[O:12])[CH:7]=[CH:8][C:9]=1[F:10]. The catalyst class is: 1. (7) Reactant: [CH3:1][C:2](=[CH:12][S:13][C:14]1[CH:19]=[CH:18][CH:17]=[CH:16][CH:15]=1)[C:3]([NH:5][C:6]1[CH:11]=[CH:10][CH:9]=[CH:8][CH:7]=1)=O.P(Cl)(Cl)(Cl)(Cl)Cl. Product: [CH3:1][C:2](=[CH:12][S:13][C:14]1[CH:19]=[CH:18][CH:17]=[CH:16][CH:15]=1)[C:3](=[N:5][C:6]1[CH:11]=[CH:10][CH:9]=[CH:8][CH:7]=1)[S:13][C:14]1[CH:19]=[CH:18][CH:17]=[CH:16][CH:15]=1. The catalyst class is: 11. (8) Reactant: [F:1][C:2]1[CH:3]=[CH:4][C:5]2[N:9]=[CH:8][N:7]([C:10]3[N:18]=[C:17]4[C:13]([NH:14][C:15](=[O:29])[N:16]4[C@H:19]4[CH2:24][CH2:23][C@H:22]([C:25]([O:27]C)=[O:26])[CH2:21][CH2:20]4)=[CH:12][N:11]=3)[C:6]=2[CH:30]=1.[OH-].[K+].C(O)(C(F)(F)F)=O. Product: [F:1][C:2]1[CH:3]=[CH:4][C:5]2[N:9]=[CH:8][N:7]([C:10]3[N:18]=[C:17]4[C:13]([NH:14][C:15](=[O:29])[N:16]4[C@H:19]4[CH2:24][CH2:23][C@H:22]([C:25]([OH:27])=[O:26])[CH2:21][CH2:20]4)=[CH:12][N:11]=3)[C:6]=2[CH:30]=1. The catalyst class is: 20. (9) Reactant: C[O:2][C:3]1[CH:21]=[CH:20][C:6]([CH2:7][S:8][C:9]2[CH:19]=[CH:18][C:12]3[NH:13][C:14](=[O:17])[CH2:15][O:16][C:11]=3[CH:10]=2)=[CH:5][CH:4]=1.B(Br)(Br)Br. Product: [OH:2][C:3]1[CH:21]=[CH:20][C:6]([CH2:7][S:8][C:9]2[CH:19]=[CH:18][C:12]3[NH:13][C:14](=[O:17])[CH2:15][O:16][C:11]=3[CH:10]=2)=[CH:5][CH:4]=1. The catalyst class is: 2. (10) Reactant: P(Cl)(Cl)([Cl:3])=O.[Cl:6][CH2:7][CH2:8][O:9][C:10]1[CH:19]=[C:18]([O:20][CH3:21])[CH:17]=[C:16]2[C:11]=1[C:12](=O)[NH:13][CH:14]=[N:15]2.C(N(CC)C(C)C)(C)C. Product: [Cl:3][C:12]1[C:11]2[C:16](=[CH:17][C:18]([O:20][CH3:21])=[CH:19][C:10]=2[O:9][CH2:8][CH2:7][Cl:6])[N:15]=[CH:14][N:13]=1. The catalyst class is: 26.